Dataset: Full USPTO retrosynthesis dataset with 1.9M reactions from patents (1976-2016). Task: Predict the reactants needed to synthesize the given product. (1) The reactants are: [NH:1]1[C:5](B(O)O)=[CH:4][CH:3]=[N:2]1.Cl[C:10]1[CH:15]=[CH:14][C:13]([C:16]2[S:20][C:19]([N:21]([CH3:32])[CH:22]3[CH2:27][C:26]([CH3:29])([CH3:28])[NH:25][C:24]([CH3:31])([CH3:30])[CH2:23]3)=[N:18][N:17]=2)=[C:12]([O:33][CH3:34])[CH:11]=1.C([O-])([O-])=O.[Na+].[Na+]. Given the product [CH3:34][O:33][C:12]1[CH:11]=[C:10]([C:5]2[NH:1][N:2]=[CH:3][CH:4]=2)[CH:15]=[CH:14][C:13]=1[C:16]1[S:20][C:19]([N:21]([CH3:32])[CH:22]2[CH2:27][C:26]([CH3:28])([CH3:29])[NH:25][C:24]([CH3:31])([CH3:30])[CH2:23]2)=[N:18][N:17]=1, predict the reactants needed to synthesize it. (2) Given the product [CH3:1][NH:2][C:3]([N:5]1[CH2:9][CH2:8][CH:7]([N:10]2[CH2:15][CH2:14][NH:13][CH2:12][CH2:11]2)[CH2:6]1)=[O:4], predict the reactants needed to synthesize it. The reactants are: [CH3:1][NH:2][C:3]([N:5]1[CH2:9][CH2:8][CH:7]([N:10]2[CH2:15][CH2:14][N:13](C(OCC3C=CC=CC=3)=O)[CH2:12][CH2:11]2)[CH2:6]1)=[O:4]. (3) Given the product [Cl:17][CH2:16][CH2:15][N:14]([C:18]([N:20]=[C:21]=[S:22])=[O:19])[CH2:13][CH2:12][Cl:11].[Cl:23][C:24]1[CH:25]=[C:26]([NH:27][C:21]([NH:20][C:18]([N:14]([CH2:13][CH2:12][Cl:11])[CH2:15][CH2:16][Cl:17])=[O:19])=[S:22])[CH:28]=[CH:29][C:30]=1[O:31][C:32]1[C:41]2[C:36](=[CH:37][C:38]([O:44][CH3:45])=[C:39]([O:42][CH3:43])[CH:40]=2)[N:35]=[CH:34][CH:33]=1, predict the reactants needed to synthesize it. The reactants are: ClCCN(CCCl)C(Cl)=O.[Cl:11][CH2:12][CH2:13][N:14]([C:18]([N:20]=[C:21]=[S:22])=[O:19])[CH2:15][CH2:16][Cl:17].[Cl:23][C:24]1[CH:25]=[C:26]([CH:28]=[CH:29][C:30]=1[O:31][C:32]1[C:41]2[C:36](=[CH:37][C:38]([O:44][CH3:45])=[C:39]([O:42][CH3:43])[CH:40]=2)[N:35]=[CH:34][CH:33]=1)[NH2:27].C1(C)C=CC=CC=1. (4) Given the product [ClH:15].[NH2:1][C@@H:2]([CH2:3][OH:4])[CH2:5][C:6]([O:8][CH3:10])=[O:7], predict the reactants needed to synthesize it. The reactants are: [NH2:1][C@H:2]([CH2:5][C:6]([OH:8])=[O:7])[CH2:3][OH:4].O1CCOC[CH2:10]1.[ClH:15]. (5) Given the product [N:15]1[C:16]2[C:21](=[CH:20][CH:19]=[CH:18][CH:17]=2)[CH:22]=[CH:23][C:14]=1[CH2:13][O:1][C:2]1[CH:3]=[CH:4][C:5]([C:6]([O:8][CH3:9])=[O:7])=[CH:10][CH:11]=1, predict the reactants needed to synthesize it. The reactants are: [OH:1][C:2]1[CH:11]=[CH:10][C:5]([C:6]([O:8][CH3:9])=[O:7])=[CH:4][CH:3]=1.Cl[CH2:13][C:14]1[CH:23]=[CH:22][C:21]2[C:16](=[CH:17][CH:18]=[CH:19][CH:20]=2)[N:15]=1. (6) Given the product [CH2:1]([C@@H:4]1[CH2:9][C@H:8]([C:10]2[CH:15]=[CH:14][CH:13]=[C:12]([Cl:16])[CH:11]=2)[C@@H:7]([C:17]2[CH:18]=[CH:19][C:20]([Cl:23])=[CH:21][CH:22]=2)[N:6]([C@@H:24]([CH2:29][CH3:30])[CH2:25][OH:26])[C:5]1=[O:31])[CH:2]=[CH2:3], predict the reactants needed to synthesize it. The reactants are: [CH2:1]([C@@H:4]1[CH2:9][C@H:8]([C:10]2[CH:15]=[CH:14][CH:13]=[C:12]([Cl:16])[CH:11]=2)[C@@H:7]([C:17]2[CH:22]=[CH:21][C:20]([Cl:23])=[CH:19][CH:18]=2)[N:6]([C@@H:24]([CH2:29][CH3:30])[C:25](OC)=[O:26])[C:5]1=[O:31])[CH:2]=[CH2:3].[BH4-].[Li+]. (7) Given the product [C:1]([C@@H:3]1[CH:20]2[C@:15]([CH3:22])([CH2:16][CH2:17][C:18](=[O:21])[CH2:19]2)[C@@H:14]2[C@H:5]([C@H:6]3[C@@:10]([CH2:12][CH2:13]2)([CH3:11])[C:9](=[O:23])[CH2:8][CH2:7]3)[CH2:4]1)([OH:24])=[O:2], predict the reactants needed to synthesize it. The reactants are: [CH:1]([C@@H:3]1[CH:20]2[C@:15]([CH3:22])([CH2:16][CH2:17][C:18](=[O:21])[CH2:19]2)[C@@H:14]2[C@H:5]([C@H:6]3[C@@:10]([CH2:12][CH2:13]2)([CH3:11])[C:9](=[O:23])[CH2:8][CH2:7]3)[CH2:4]1)=[O:2].[O-:24][Mn](=O)(=O)=O.[K+]. (8) Given the product [Br:7][C:6]1[CH:5]=[CH:4][S:3][C:2]=1[CH:14]([C:13]1[CH:16]=[CH:17][C:10]([CH2:8][CH3:9])=[CH:11][CH:12]=1)[OH:15], predict the reactants needed to synthesize it. The reactants are: Br[C:2]1[S:3][CH:4]=[CH:5][C:6]=1[Br:7].[CH2:8]([C:10]1[CH:17]=[CH:16][C:13]([CH:14]=[O:15])=[CH:12][CH:11]=1)[CH3:9]. (9) Given the product [CH3:6][C:7]([N:1]1[CH2:5][CH2:4][CH2:3][CH2:2]1)([CH3:9])[CH:19]([NH2:11])[C:13]1[CH:18]=[CH:17][CH:16]=[CH:15][CH:14]=1, predict the reactants needed to synthesize it. The reactants are: [NH:1]1[CH2:5][CH2:4][CH2:3][CH2:2]1.[CH3:6][C:7]([CH3:9])=O.[C-]#[N:11].[K+].[C:13]1([CH3:19])[CH:18]=[CH:17][CH:16]=[CH:15][CH:14]=1.